The task is: Binary Classification. Given a drug SMILES string, predict its activity (active/inactive) in a high-throughput screening assay against a specified biological target.. This data is from HIV replication inhibition screening data with 41,000+ compounds from the AIDS Antiviral Screen. The drug is CCCc1cc(=O)oc2c3c(c4c(c12)OC(C)(C)C=C4)OC(C)C(C)C3O. The result is 1 (active).